Regression. Given a peptide amino acid sequence and an MHC pseudo amino acid sequence, predict their binding affinity value. This is MHC class I binding data. From a dataset of Peptide-MHC class I binding affinity with 185,985 pairs from IEDB/IMGT. The peptide sequence is LLFVHAGL. The MHC is H-2-Db with pseudo-sequence H-2-Db. The binding affinity (normalized) is 0.